This data is from NCI-60 drug combinations with 297,098 pairs across 59 cell lines. The task is: Regression. Given two drug SMILES strings and cell line genomic features, predict the synergy score measuring deviation from expected non-interaction effect. Cell line: EKVX. Synergy scores: CSS=10.8, Synergy_ZIP=0.558, Synergy_Bliss=5.04, Synergy_Loewe=2.82, Synergy_HSA=3.94. Drug 1: CC12CCC(CC1=CCC3C2CCC4(C3CC=C4C5=CN=CC=C5)C)O. Drug 2: C1CCC(C1)C(CC#N)N2C=C(C=N2)C3=C4C=CNC4=NC=N3.